This data is from Reaction yield outcomes from USPTO patents with 853,638 reactions. The task is: Predict the reaction yield, written as a fraction of the theoretical maximum amount of product (1.0 means a 100% yield; for example, 0.34 means a 34% yield). (1) The reactants are Br[C:2]1[CH:11]=[CH:10][CH:9]=[C:8]2[C:3]=1[CH:4]=[CH:5][N:6]=[CH:7]2.[CH3:12][CH2:13][O:14][C:15]([CH:17]([NH2:19])[CH3:18])=[O:16].Cl.C([O-])([O-])=O.[Cs+].[Cs+].CC(C1C=C(C(C)C)C(C2C(P(C3CCCCC3)C3CCCCC3)=C(OC)C=CC=2OC)=C(C(C)C)C=1)C. The catalyst is C1C=CC(/C=C/C(/C=C/C2C=CC=CC=2)=O)=CC=1.C1C=CC(/C=C/C(/C=C/C2C=CC=CC=2)=O)=CC=1.C1C=CC(/C=C/C(/C=C/C2C=CC=CC=2)=O)=CC=1.[Pd].[Pd]. The product is [CH2:13]([O:14][C:15](=[O:16])[C@@H:17]([NH:19][C:2]1[CH:11]=[CH:10][CH:9]=[C:8]2[C:3]=1[CH:4]=[CH:5][N:6]=[CH:7]2)[CH3:18])[CH3:12]. The yield is 0.400. (2) The reactants are [CH2:1]([C:3]([C:21]1[CH:26]=[CH:25][C:24]([OH:27])=[C:23]([CH3:28])[CH:22]=1)([C:6]1[CH:11]=[CH:10][C:9]([CH2:12][CH2:13][CH:14]([OH:19])[C:15]([CH3:18])([CH3:17])[CH3:16])=[C:8]([CH3:20])[CH:7]=1)[CH2:4][CH3:5])[CH3:2].C([O-])([O-])=O.[K+].[K+].[O:35]=[C:36]1[O:40][C@@H:39]([CH2:41]OS(C2C=CC(C)=CC=2)(=O)=O)[CH2:38][CH2:37]1.[NH4+].[Cl-]. The catalyst is CN(C)C(=O)C. The product is [CH2:1]([C:3]([C:21]1[CH:26]=[CH:25][C:24]([O:27][CH2:41][C@@H:39]2[O:40][C:36](=[O:35])[CH2:37][CH2:38]2)=[C:23]([CH3:28])[CH:22]=1)([C:6]1[CH:11]=[CH:10][C:9]([CH2:12][CH2:13][CH:14]([OH:19])[C:15]([CH3:17])([CH3:18])[CH3:16])=[C:8]([CH3:20])[CH:7]=1)[CH2:4][CH3:5])[CH3:2]. The yield is 0.390. (3) The reactants are [Si:1]([O:8][C@@H:9]([C@H:14]1[CH2:18][O:17][C:16]([CH3:20])([CH3:19])[N:15]1[C:21]([O:23][C:24]([CH3:27])([CH3:26])[CH3:25])=[O:22])[C@@H:10]([CH3:13])[CH2:11]O)([C:4]([CH3:7])([CH3:6])[CH3:5])([CH3:3])[CH3:2].CC(OC(/N=N/C(OC(C)C)=O)=O)C.C1C=CC(P(C2C=CC=CC=2)C2C=CC=CC=2)=CC=1.C1C=CC(P([N:75]=[N+:76]=[N-:77])(C2C=CC=CC=2)=O)=CC=1. The catalyst is C1COCC1. The product is [N:75]([CH2:11][C@H:10]([CH3:13])[C@H:9]([C@H:14]1[CH2:18][O:17][C:16]([CH3:20])([CH3:19])[N:15]1[C:21]([O:23][C:24]([CH3:27])([CH3:26])[CH3:25])=[O:22])[O:8][Si:1]([C:4]([CH3:7])([CH3:6])[CH3:5])([CH3:3])[CH3:2])=[N+:76]=[N-:77]. The yield is 0.860. (4) The reactants are OS(O)(=O)=O.[NH2:6][C:7]1[N:15]=[CH:14][CH:13]=[CH:12][C:8]=1[C:9]([OH:11])=[O:10].[CH3:16]O. No catalyst specified. The product is [NH2:6][C:7]1[N:15]=[CH:14][CH:13]=[CH:12][C:8]=1[C:9]([O:11][CH3:16])=[O:10]. The yield is 0.710. (5) The reactants are [NH2:1][C:2](=[O:43])[CH2:3][C:4]1[CH:42]=[CH:41][CH:40]=[CH:39][C:5]=1[CH2:6][CH2:7][C:8]1[C:13]([C:14]([F:17])([F:16])[F:15])=[CH:12][N:11]=[C:10]([NH:18][C:19]2[CH:38]=[CH:37][C:22]([CH2:23][N:24]3[CH2:29][CH2:28][N:27](C(OC(C)(C)C)=O)[CH2:26][CH2:25]3)=[CH:21][CH:20]=2)[N:9]=1.C(O)(C(F)(F)F)=O. The catalyst is C(Cl)Cl. The product is [N:24]1([CH2:23][C:22]2[CH:21]=[CH:20][C:19]([NH:18][C:10]3[N:9]=[C:8]([CH2:7][CH2:6][C:5]4[CH:39]=[CH:40][CH:41]=[CH:42][C:4]=4[CH2:3][C:2]([NH2:1])=[O:43])[C:13]([C:14]([F:16])([F:15])[F:17])=[CH:12][N:11]=3)=[CH:38][CH:37]=2)[CH2:25][CH2:26][NH:27][CH2:28][CH2:29]1. The yield is 0.980.